The task is: Predict the reactants needed to synthesize the given product.. This data is from Full USPTO retrosynthesis dataset with 1.9M reactions from patents (1976-2016). Given the product [C:13]([C:8]1[CH:7]=[CH:6][C:5]2[C:10](=[CH:11][CH:12]=[C:3]([CH2:2][C:17]3[CH:18]=[C:19]([CH:24]=[CH:25][N:26]=3)[C:20]([O:22][CH3:23])=[O:21])[CH:4]=2)[N:9]=1)#[N:14], predict the reactants needed to synthesize it. The reactants are: Cl[CH2:2][C:3]1[CH:4]=[C:5]2[C:10](=[CH:11][CH:12]=1)[N:9]=[C:8]([C:13]#[N:14])[CH:7]=[CH:6]2.C[Sn](C)(C)[C:17]1[CH:18]=[C:19]([CH:24]=[CH:25][N:26]=1)[C:20]([O:22][CH3:23])=[O:21].